This data is from Full USPTO retrosynthesis dataset with 1.9M reactions from patents (1976-2016). The task is: Predict the reactants needed to synthesize the given product. (1) Given the product [F:9][C:10]1[CH:15]=[CH:14][C:13]([S:16]([NH:1][C:2]2[O:6][N:5]=[C:4]([CH3:7])[C:3]=2[Br:8])(=[O:18])=[O:17])=[CH:12][CH:11]=1, predict the reactants needed to synthesize it. The reactants are: [NH2:1][C:2]1[O:6][N:5]=[C:4]([CH3:7])[C:3]=1[Br:8].[F:9][C:10]1[CH:15]=[CH:14][C:13]([S:16](Cl)(=[O:18])=[O:17])=[CH:12][CH:11]=1. (2) Given the product [Si:7]([O:14][C@H:15]([CH2:26][CH3:27])[C:16]([NH:34][C:35]1[CH:40]=[CH:39][C:38]([CH3:41])=[CH:37][N:36]=1)=[O:18])([C:10]([CH3:11])([CH3:12])[CH3:13])([CH3:8])[CH3:9], predict the reactants needed to synthesize it. The reactants are: C(Cl)(=O)C(Cl)=O.[Si:7]([O:14][C@H:15]([CH2:26][CH3:27])[C:16]([O:18][Si](C(C)(C)C)(C)C)=O)([C:10]([CH3:13])([CH3:12])[CH3:11])([CH3:9])[CH3:8].N1C=CC=CC=1.[NH2:34][C:35]1[CH:40]=[CH:39][C:38]([CH3:41])=[CH:37][N:36]=1. (3) Given the product [F:1][C:2]([F:24])([F:25])[C:3]1[CH:4]=[C:5]([CH:21]=[CH:22][CH:23]=1)[O:6][C:7]1[CH:12]=[CH:11][C:10]([N:13]=[N:14][C:15]([O:17][CH:18]([CH3:20])[CH3:19])=[O:16])=[CH:9][CH:8]=1, predict the reactants needed to synthesize it. The reactants are: [F:1][C:2]([F:25])([F:24])[C:3]1[CH:4]=[C:5]([CH:21]=[CH:22][CH:23]=1)[O:6][C:7]1[CH:12]=[CH:11][C:10]([NH:13][NH:14][C:15]([O:17][CH:18]([CH3:20])[CH3:19])=[O:16])=[CH:9][CH:8]=1.Cl[O-].[Na+].